Binary Classification. Given a T-cell receptor sequence (or CDR3 region) and an epitope sequence, predict whether binding occurs between them. From a dataset of TCR-epitope binding with 47,182 pairs between 192 epitopes and 23,139 TCRs. (1) The epitope is FADDLNQLTGY. The TCR CDR3 sequence is CSHRRDTEAFF. Result: 0 (the TCR does not bind to the epitope). (2) The epitope is MPASWVMRI. The TCR CDR3 sequence is CASSLRRTGELFF. Result: 0 (the TCR does not bind to the epitope).